This data is from Full USPTO retrosynthesis dataset with 1.9M reactions from patents (1976-2016). The task is: Predict the reactants needed to synthesize the given product. (1) Given the product [N+:1]([C:4]1[CH:9]=[CH:8][C:7]([S:10][CH2:18][CH2:19][CH2:20][C:21]([O:23][CH2:24][CH3:25])=[O:22])=[CH:6][CH:5]=1)([O-:3])=[O:2], predict the reactants needed to synthesize it. The reactants are: [N+:1]([C:4]1[CH:9]=[CH:8][C:7]([SH:10])=[CH:6][CH:5]=1)([O-:3])=[O:2].C(=O)([O-])[O-].[K+].[K+].Br[CH2:18][CH2:19][CH2:20][C:21]([O:23][CH2:24][CH3:25])=[O:22]. (2) Given the product [CH2:22]([NH:26][C:18]([CH:16]1[CH2:17][C:14]([C:4]2[CH:5]=[CH:6][C:7]([CH2:8][N:9]3[CH2:10][CH2:11][CH2:12][CH2:13]3)=[C:2]([F:1])[CH:3]=2)([OH:21])[CH2:15]1)=[O:20])[CH:23]([CH3:25])[CH3:24], predict the reactants needed to synthesize it. The reactants are: [F:1][C:2]1[CH:3]=[C:4]([C:14]2([OH:21])[CH2:17][CH:16]([C:18]([OH:20])=O)[CH2:15]2)[CH:5]=[CH:6][C:7]=1[CH2:8][N:9]1[CH2:13][CH2:12][CH2:11][CH2:10]1.[CH2:22]([NH2:26])[CH:23]([CH3:25])[CH3:24].C(P1(=O)OP(CCC)(=O)OP(CCC)(=O)O1)CC.C([O-])(O)=O.[Na+]. (3) Given the product [CH:4]1[C:3]2[C:11]3[CH:16]=[CH:15][C:14]([C:17](=[O:19])[CH3:18])=[CH:13][C:12]=3[O:20][CH2:25][CH2:24][CH2:23][CH2:22][O:1][C:2]=2[CH:7]=[C:6]([C:8](=[O:10])[CH3:9])[CH:5]=1, predict the reactants needed to synthesize it. The reactants are: [OH:1][C:2]1[CH:7]=[C:6]([C:8](=[O:10])[CH3:9])[CH:5]=[CH:4][C:3]=1[C:11]1[CH:16]=[CH:15][C:14]([C:17](=[O:19])[CH3:18])=[CH:13][C:12]=1[OH:20].Br[CH2:22][CH2:23][CH2:24][CH2:25]Br. (4) Given the product [N:24]([CH2:2][C:3]1[CH:8]=[C:7]([OH:9])[CH:6]=[CH:5][C:4]=1[S:10]([NH:13][C:14]1[CH:15]=[CH:16][C:17]2[CH2:21][O:20][B:19]([OH:22])[C:18]=2[CH:23]=1)(=[O:12])=[O:11])=[N+:25]=[N-:26], predict the reactants needed to synthesize it. The reactants are: Br[CH2:2][C:3]1[CH:8]=[C:7]([OH:9])[CH:6]=[CH:5][C:4]=1[S:10]([NH:13][C:14]1[CH:15]=[CH:16][C:17]2[CH2:21][O:20][B:19]([OH:22])[C:18]=2[CH:23]=1)(=[O:12])=[O:11].[N-:24]=[N+:25]=[N-:26].[Na+]. (5) Given the product [I:39][C:38]1[C:33]([O:31][C:28]2[CH:27]=[CH:26][C:25]([NH:24][C:17]3[C:18]4[C:23](=[CH:22][CH:21]=[CH:20][CH:19]=4)[C:14]([C:8]4[CH:9]=[CH:10][CH:11]=[CH:12][CH:13]=4)=[N:15][N:16]=3)=[CH:30][CH:29]=2)=[N:34][CH:35]=[N:36][CH:37]=1, predict the reactants needed to synthesize it. The reactants are: C(=O)([O-])[O-].[Cs+].[Cs+].Cl.[C:8]1([C:14]2[C:23]3[C:18](=[CH:19][CH:20]=[CH:21][CH:22]=3)[C:17]([NH:24][C:25]3[CH:30]=[CH:29][C:28]([OH:31])=[CH:27][CH:26]=3)=[N:16][N:15]=2)[CH:13]=[CH:12][CH:11]=[CH:10][CH:9]=1.Cl[C:33]1[C:38]([I:39])=[CH:37][N:36]=[CH:35][N:34]=1. (6) Given the product [NH2:1][C:2]1[C:11]2[N:10]=[C:9]([C:12]3[CH:13]=[CH:14][C:15]([C:18]45[CH2:23][CH2:22][C:21]([C:26]([OH:28])=[O:27])([CH2:20][CH2:19]4)[CH2:24][CH2:25]5)=[CH:16][CH:17]=3)[C:8]([CH3:31])([CH3:30])[O:7][C:6]=2[N:5]=[CH:4][N:3]=1, predict the reactants needed to synthesize it. The reactants are: [NH2:1][C:2]1[C:11]2[N:10]=[C:9]([C:12]3[CH:17]=[CH:16][C:15]([C:18]45[CH2:25][CH2:24][C:21]([C:26]([O:28]C)=[O:27])([CH2:22][CH2:23]4)[CH2:20][CH2:19]5)=[CH:14][CH:13]=3)[C:8]([CH3:31])([CH3:30])[O:7][C:6]=2[N:5]=[CH:4][N:3]=1.[OH-].[Na+].CCO. (7) Given the product [N:13]1([CH2:11][C:10]2[N:6]3[C:7]([C:2]([NH2:1])=[N:3][CH:4]=[N:5]3)=[CH:8][CH:9]=2)[CH2:18][CH2:17][O:16][CH2:15][CH2:14]1, predict the reactants needed to synthesize it. The reactants are: [NH2:1][C:2]1[C:7]2=[CH:8][CH:9]=[C:10]([CH:11]=O)[N:6]2[N:5]=[CH:4][N:3]=1.[NH:13]1[CH2:18][CH2:17][O:16][CH2:15][CH2:14]1.C(O[BH-](OC(=O)C)OC(=O)C)(=O)C.[Na+].